This data is from Forward reaction prediction with 1.9M reactions from USPTO patents (1976-2016). The task is: Predict the product of the given reaction. (1) The product is: [Cl:1][C:2]1[C:7]([Cl:8])=[CH:6][CH:5]=[CH:4][C:3]=1[S:9]([NH:12][C:13]1[CH:18]=[CH:17][C:16]([OH:19])=[CH:15][C:14]=1[S:21]([NH2:24])(=[O:23])=[O:22])(=[O:11])=[O:10]. Given the reactants [Cl:1][C:2]1[C:7]([Cl:8])=[CH:6][CH:5]=[CH:4][C:3]=1[S:9]([NH:12][C:13]1[CH:18]=[CH:17][C:16]([O:19]C)=[CH:15][C:14]=1[S:21]([NH2:24])(=[O:23])=[O:22])(=[O:11])=[O:10].B(Br)(Br)Br, predict the reaction product. (2) Given the reactants [N:1]([CH:4]([CH3:23])[CH:5]([NH:15][C:16]([O:18][C:19]([CH3:22])([CH3:21])[CH3:20])=[O:17])[CH2:6][O:7][Si:8]([C:11]([CH3:14])([CH3:13])[CH3:12])([CH3:10])[CH3:9])=[N+]=[N-], predict the reaction product. The product is: [NH2:1][CH:4]([CH3:23])[CH:5]([NH:15][C:16]([O:18][C:19]([CH3:22])([CH3:21])[CH3:20])=[O:17])[CH2:6][O:7][Si:8]([C:11]([CH3:14])([CH3:13])[CH3:12])([CH3:10])[CH3:9].